Task: Predict the reactants needed to synthesize the given product.. Dataset: Full USPTO retrosynthesis dataset with 1.9M reactions from patents (1976-2016) Given the product [Br:1][C:2]1[CH:7]=[C:6]([F:8])[CH:5]=[CH:4][C:3]=1[C@H:9]1[C:14]([C:15]([O:17][CH2:18][CH3:19])=[O:16])=[C:13]([CH2:20][N:27]2[CH2:32][CH2:31][O:30][CH2:29][CH2:28]2)[NH:12][C:11]([C:22]2[S:23][CH:24]=[CH:25][N:26]=2)=[N:10]1, predict the reactants needed to synthesize it. The reactants are: [Br:1][C:2]1[CH:7]=[C:6]([F:8])[CH:5]=[CH:4][C:3]=1[C@H:9]1[C:14]([C:15]([O:17][CH2:18][CH3:19])=[O:16])=[C:13]([CH2:20]Br)[NH:12][C:11]([C:22]2[S:23][CH:24]=[CH:25][N:26]=2)=[N:10]1.[NH:27]1[CH2:32][CH2:31][O:30][CH2:29][CH2:28]1.